Dataset: NCI-60 drug combinations with 297,098 pairs across 59 cell lines. Task: Regression. Given two drug SMILES strings and cell line genomic features, predict the synergy score measuring deviation from expected non-interaction effect. (1) Drug 1: COC1=C(C=C2C(=C1)N=CN=C2NC3=CC(=C(C=C3)F)Cl)OCCCN4CCOCC4. Drug 2: C1=CC(=CC=C1C#N)C(C2=CC=C(C=C2)C#N)N3C=NC=N3. Cell line: SR. Synergy scores: CSS=46.5, Synergy_ZIP=0.0200, Synergy_Bliss=4.01, Synergy_Loewe=4.69, Synergy_HSA=4.78. (2) Drug 1: CCCS(=O)(=O)NC1=C(C(=C(C=C1)F)C(=O)C2=CNC3=C2C=C(C=N3)C4=CC=C(C=C4)Cl)F. Drug 2: C1CC(=O)NC(=O)C1N2C(=O)C3=CC=CC=C3C2=O. Cell line: SF-539. Synergy scores: CSS=4.51, Synergy_ZIP=1.63, Synergy_Bliss=8.37, Synergy_Loewe=2.80, Synergy_HSA=3.76.